From a dataset of Forward reaction prediction with 1.9M reactions from USPTO patents (1976-2016). Predict the product of the given reaction. Given the reactants [OH:1][C:2]1[CH:10]=[CH:9][CH:8]=[C:7]2[C:3]=1[CH:4]=[CH:5][NH:6]2.N1C=CN=C1.[Si:16](Cl)([C:19]([CH3:22])([CH3:21])[CH3:20])([CH3:18])[CH3:17].O, predict the reaction product. The product is: [Si:16]([O:1][C:2]1[CH:10]=[CH:9][CH:8]=[C:7]2[C:3]=1[CH:4]=[CH:5][NH:6]2)([C:19]([CH3:22])([CH3:21])[CH3:20])([CH3:18])[CH3:17].